Dataset: Reaction yield outcomes from USPTO patents with 853,638 reactions. Task: Predict the reaction yield, written as a fraction of the theoretical maximum amount of product (1.0 means a 100% yield; for example, 0.34 means a 34% yield). The reactants are O.NN.[C:4]([O:11][CH2:12][CH3:13])(=[O:10])[C:5]([O:7]CC)=O.[CH2:14]([O:21][C:22]1[CH:23]=[C:24]([O:34][C:35]2[CH:40]=[CH:39][C:38]([S:41]([CH3:44])(=[O:43])=[O:42])=[CH:37][CH:36]=2)[CH:25]=[C:26]2[C:30]=1[NH:29][C:28]([C:31](O)=[O:32])=[CH:27]2)[C:15]1[CH:20]=[CH:19][CH:18]=[CH:17][CH:16]=1.Cl.CN(C)CCCN=C=NCC.O[N:58]1C2C=CC=CC=2N=[N:59]1. The catalyst is C(O)C.CCCCCC.C(OCC)(=O)C.O.CN(C)C=O. The product is [CH2:14]([O:21][C:22]1[CH:23]=[C:24]([O:34][C:35]2[CH:36]=[CH:37][C:38]([S:41]([CH3:44])(=[O:42])=[O:43])=[CH:39][CH:40]=2)[CH:25]=[C:26]2[C:30]=1[NH:29][C:28]([C:31]([NH:58][NH:59][C:5](=[O:7])[C:4]([O:11][CH2:12][CH3:13])=[O:10])=[O:32])=[CH:27]2)[C:15]1[CH:20]=[CH:19][CH:18]=[CH:17][CH:16]=1. The yield is 0.830.